This data is from Full USPTO retrosynthesis dataset with 1.9M reactions from patents (1976-2016). The task is: Predict the reactants needed to synthesize the given product. Given the product [NH2:22][C:23](=[O:46])[CH2:24][N:25]1[C:33]2[CH:32]=[CH:31][CH:30]=[CH:29][C:28]=2[C:27]2[CH2:34][CH2:35][N:36]([C:39]([O:41][C:42]([CH3:44])([CH3:43])[CH3:45])=[O:40])[CH2:37][CH2:38][C:26]1=2, predict the reactants needed to synthesize it. The reactants are: C(OC(N1CCC2C3C=CC=CC=3NC=2CC1)=O)(C)(C)C.[NH2:22][C:23](=[O:46])[CH2:24][N:25]1[C:33]2[CH:32]=[CH:31][CH:30]=[CH:29][C:28]=2[C:27]2[CH2:34][CH2:35][N:36]([C:39]([O:41][C:42]([CH3:45])([CH3:44])[CH3:43])=[O:40])[CH2:37][CH2:38][C:26]1=2.ICC(N)=O.[H-].[Na+].